This data is from Full USPTO retrosynthesis dataset with 1.9M reactions from patents (1976-2016). The task is: Predict the reactants needed to synthesize the given product. (1) Given the product [CH3:1][O:2][C:3]1[CH:4]=[CH:5][C:6]([O:7][C:8]2[CH:9]=[CH:10][C:11]([C:14](=[O:20])[CH2:15][CH2:16][C:17]([NH:41][CH2:42][C:43]3[CH:44]=[N:45][CH:46]=[CH:47][CH:48]=3)=[O:19])=[CH:12][CH:13]=2)=[CH:21][CH:22]=1, predict the reactants needed to synthesize it. The reactants are: [CH3:1][O:2][C:3]1[CH:22]=[CH:21][C:6]([O:7][C:8]2[CH:13]=[CH:12][C:11]([C:14](=[O:20])[CH2:15][CH2:16][C:17]([OH:19])=O)=[CH:10][CH:9]=2)=[CH:5][CH:4]=1.CCN=C=NCCCN(C)C.CCN(CC)CC.[NH2:41][CH2:42][C:43]1[CH:44]=[N:45][CH:46]=[CH:47][CH:48]=1. (2) Given the product [Cl:1][C:2]1[CH:3]=[CH:4][C:5]([C:8]2[C:9]([CH2:17][O:18][C:19]3[C:20]([F:33])=[CH:21][C:22]([CH2:26][CH2:27][CH2:28][OH:29])=[CH:23][C:24]=3[F:25])=[C:10]([C:13]([F:16])([F:14])[F:15])[S:11][CH:12]=2)=[CH:6][CH:7]=1, predict the reactants needed to synthesize it. The reactants are: [Cl:1][C:2]1[CH:7]=[CH:6][C:5]([C:8]2[C:9]([CH2:17][O:18][C:19]3[C:24]([F:25])=[CH:23][C:22]([CH2:26][CH2:27][C:28](OCC)=[O:29])=[CH:21][C:20]=3[F:33])=[C:10]([C:13]([F:16])([F:15])[F:14])[S:11][CH:12]=2)=[CH:4][CH:3]=1.[H-].[H-].[H-].[H-].[Li+].[Al+3]. (3) Given the product [O:22]1[C:27]2[CH:28]=[CH:29][C:30]([C:32]([C:34]3[CH:39]=[CH:38][CH:37]=[C:36]([O:40][CH3:41])[CH:35]=3)=[CH:9][C:10]#[N:11])=[CH:31][C:26]=2[O:25][CH2:24][CH2:23]1, predict the reactants needed to synthesize it. The reactants are: C(OP([CH2:9][C:10]#[N:11])(=O)OCC)C.C[Si]([N-][Si](C)(C)C)(C)C.[Li+].[O:22]1[C:27]2[CH:28]=[CH:29][C:30]([C:32]([C:34]3[CH:39]=[CH:38][CH:37]=[C:36]([O:40][CH3:41])[CH:35]=3)=O)=[CH:31][C:26]=2[O:25][CH2:24][CH2:23]1.O. (4) Given the product [F:1][C:2]([F:15])([F:14])[C:3](=[N:4][C:5]1[CH:10]=[CH:9][C:8]([O:11][CH3:12])=[CH:7][CH:6]=1)[C:18]#[C:17][C:16]([O:20][CH3:21])=[O:19], predict the reactants needed to synthesize it. The reactants are: [F:1][C:2]([F:15])([F:14])[C:3](Cl)=[N:4][C:5]1[CH:10]=[CH:9][C:8]([O:11][CH3:12])=[CH:7][CH:6]=1.[C:16]([O:20][CH3:21])(=[O:19])[C:17]#[CH:18].P([O-])([O-])([O-])=O.[K+].[K+].[K+].[I-].[K+]. (5) The reactants are: [N+](C1C=C([O:11][C:12]([F:15])([F:14])[F:13])C=CC=1N)([O-])=O.[N:16]1[CH:21]=[CH:20][CH:19]=[CH:18][C:17]=1[N:22]1[C:26]2[CH:27]=[CH:28][C:29](C(F)(F)F)=[CH:30][C:25]=2[N:24]=[C:23]1/[CH:35]=[CH:36]/[C:37]1[CH:42]=[CH:41][CH:40]=[CH:39][CH:38]=1. Given the product [N:16]1[CH:21]=[CH:20][CH:19]=[CH:18][C:17]=1[N:22]1[C:26]2[CH:27]=[CH:28][C:29]([O:11][C:12]([F:15])([F:14])[F:13])=[CH:30][C:25]=2[N:24]=[C:23]1/[CH:35]=[CH:36]/[C:37]1[CH:42]=[CH:41][CH:40]=[CH:39][CH:38]=1, predict the reactants needed to synthesize it. (6) Given the product [CH2:35]([C:11]1([NH:14][C:15]([C:17]2[C:18]([NH:25][CH2:26][CH:27]3[CH2:34][CH2:33][C:30]4([CH2:31][CH2:32]4)[CH2:29][CH2:28]3)=[N:19][C:20]([C:23]#[N:24])=[N:21][CH:22]=2)=[O:16])[CH2:12][CH2:13][N:8]([CH:55]([CH3:57])[CH3:56])[CH2:9][CH2:10]1)[C:36]1[CH:37]=[CH:38][CH:39]=[CH:40][CH:41]=1, predict the reactants needed to synthesize it. The reactants are: C(OC([N:8]1[CH2:13][CH2:12][C:11]([CH2:35][C:36]2[CH:41]=[CH:40][CH:39]=[CH:38][CH:37]=2)([NH:14][C:15]([C:17]2[C:18]([NH:25][CH2:26][CH:27]3[CH2:34][CH2:33][C:30]4([CH2:32][CH2:31]4)[CH2:29][CH2:28]3)=[N:19][C:20]([C:23]#[N:24])=[N:21][CH:22]=2)=[O:16])[CH2:10][CH2:9]1)=O)(C)(C)C.C(O)(C(F)(F)F)=O.C([O-])([O-])=O.[K+].[K+].[CH:55](I)([CH3:57])[CH3:56].